This data is from Full USPTO retrosynthesis dataset with 1.9M reactions from patents (1976-2016). The task is: Predict the reactants needed to synthesize the given product. (1) Given the product [CH:29]1([NH:35][C:36](=[O:37])[NH:1][C:2]2[CH:3]=[C:4]([C:8]3[CH:17]=[CH:16][CH:15]=[C:14]4[C:9]=3[CH:10]=[CH:11][N:12]=[C:13]4[NH:18][C:19]3[CH:20]=[C:21]([S:25]([NH2:28])(=[O:27])=[O:26])[CH:22]=[CH:23][CH:24]=3)[CH:5]=[CH:6][CH:7]=2)[CH2:34][CH2:33][CH2:32][CH2:31][CH2:30]1, predict the reactants needed to synthesize it. The reactants are: [NH2:1][C:2]1[CH:3]=[C:4]([C:8]2[CH:17]=[CH:16][CH:15]=[C:14]3[C:9]=2[CH:10]=[CH:11][N:12]=[C:13]3[NH:18][C:19]2[CH:20]=[C:21]([S:25]([NH2:28])(=[O:27])=[O:26])[CH:22]=[CH:23][CH:24]=2)[CH:5]=[CH:6][CH:7]=1.[CH:29]1([N:35]=[C:36]=[O:37])[CH2:34][CH2:33][CH2:32][CH2:31][CH2:30]1. (2) Given the product [Cl:10][C:11]1[N:16]=[CH:15][C:14]([O:17][C:2]2[N:9]=[CH:8][CH:7]=[CH:6][C:3]=2[C:4]#[N:5])=[CH:13][C:12]=1[F:18], predict the reactants needed to synthesize it. The reactants are: F[C:2]1[N:9]=[CH:8][CH:7]=[CH:6][C:3]=1[C:4]#[N:5].[Cl:10][C:11]1[N:16]=[CH:15][C:14]([OH:17])=[CH:13][C:12]=1[F:18]. (3) Given the product [CH3:15][O:16][C:2]([C:3]1[O:7][C:6]([CH2:8][Cl:13])=[CH:5][CH:4]=1)=[O:1], predict the reactants needed to synthesize it. The reactants are: [OH:1][CH2:2][C:3]1[O:7][C:6]([C:8](O)=O)=[CH:5][CH:4]=1.S(Cl)([Cl:13])=O.[CH3:15][OH:16].C(=O)([O-])[O-].[K+].[K+]. (4) Given the product [CH2:19]([N:26]1[CH2:31][CH:30]2[CH:28]([CH:29]2[NH:32][C:15]([CH2:14][O:52][C:50](=[O:51])[CH2:49][CH:53]([C:76]2[CH:71]=[C:72]([CH3:77])[CH:73]=[CH:74][C:75]=2[O:36][CH3:35])[C:54]2[CH:55]=[CH:56][CH:57]=[CH:58][CH:59]=2)=[O:16])[CH2:27]1)[C:20]1[CH:21]=[CH:22][CH:23]=[CH:24][CH:25]=1, predict the reactants needed to synthesize it. The reactants are: C(N1CC2C(C2[CH:14](Cl)[C:15](N)=[O:16])C1)C1C=CC=CC=1.[CH2:19]([N:26]1[CH2:31][CH:30]2[CH:28]([CH:29]2[NH2:32])[CH2:27]1)[C:20]1[CH:25]=[CH:24][CH:23]=[CH:22][CH:21]=1.ClC[C:35](Cl)=[O:36].[I-].[K+].COC1C=CC(C)=CC=1[CH:49]([CH2:53][C:54]1[CH:59]=[CH:58][CH:57]=[CH:56][CH:55]=1)[C:50]([OH:52])=[O:51].N12CCCN=C1CCCCC2.[C:71]1(C)[C:72]([CH3:77])=[CH:73][CH:74]=[CH:75][CH:76]=1. (5) Given the product [Cl:1][C:2]1[CH:24]=[N:23][CH:22]=[CH:21][C:3]=1[C:4]1[O:5][C:15]2[CH:14]=[C:13]3[C:12]([F:17])([F:18])[O:11][C:10]([F:19])([F:20])[C:9]3=[CH:8][C:7]=2[N:6]=1, predict the reactants needed to synthesize it. The reactants are: [Cl:1][C:2]1[CH:24]=[N:23][CH:22]=[CH:21][C:3]=1[C:4]([NH:6][C:7]1[CH:8]=[C:9]2[C:13](=[CH:14][C:15]=1O)[C:12]([F:18])([F:17])[O:11][C:10]2([F:20])[F:19])=[O:5].O1CCCC1.C1(P(C2C=CC=CC=2)C2C=CC=CC=2)C=CC=CC=1.N(C(OCC)=O)=NC(OCC)=O. (6) The reactants are: C([O-])(=O)C.[Ni+2:5].C([O-])(=O)C.[CH3:10][C:11](=[N:16][OH:17])[C:12]([CH3:15])=[N:13][OH:14].[OH-].[K+]. Given the product [CH3:10][C:11](=[N:16][OH:17])[C:12]([CH3:15])=[N:13][OH:14].[Ni:5], predict the reactants needed to synthesize it. (7) Given the product [CH3:1][O:2][C:3](=[O:25])[CH2:4][CH2:5][CH2:6][CH2:7][CH2:8][NH:9][C:10]1[C:11]2[C:18]([Br:26])=[C:17]([C:19]3[CH:20]=[CH:21][CH:22]=[CH:23][CH:24]=3)[O:16][C:12]=2[N:13]=[CH:14][N:15]=1, predict the reactants needed to synthesize it. The reactants are: [CH3:1][O:2][C:3](=[O:25])[CH2:4][CH2:5][CH2:6][CH2:7][CH2:8][NH:9][C:10]1[C:11]2[CH:18]=[C:17]([C:19]3[CH:24]=[CH:23][CH:22]=[CH:21][CH:20]=3)[O:16][C:12]=2[N:13]=[CH:14][N:15]=1.[Br:26]N1C(=O)CCC1=O. (8) Given the product [CH3:13][NH:12][C:9]1[C:10]2[N:11]=[C:2]([NH:27][CH2:26][CH2:25][C:24]([F:29])([F:28])[F:23])[N:3]=[C:4]([NH:18][CH2:19][CH2:20][CH3:21])[C:5]=2[N:6]=[C:7]([NH:16][CH2:17][CH2:30][CH3:31])[N:8]=1, predict the reactants needed to synthesize it. The reactants are: Cl[C:2]1[N:3]=[C:4]([NH:18][CH2:19][CH2:20][CH3:21])[C:5]2[N:6]=[C:7]([NH:16][CH3:17])[N:8]=[C:9]([NH:12][CH2:13]CC)[C:10]=2[N:11]=1.Cl.[F:23][C:24]([F:29])([F:28])[CH2:25][CH2:26][NH2:27].[CH:30](N(CC)C(C)C)(C)[CH3:31].C([O-])(O)=O.[Na+]. (9) Given the product [Cl-:12].[CH3:1][C:7]1[CH:14]=[CH:13][C:10]([CH2:11][N+:16]([CH3:18])([CH3:17])[CH3:15])=[CH:9][CH:8]=1, predict the reactants needed to synthesize it. The reactants are: [C:1]1([C:7]2[CH:14]=[CH:13][C:10]([CH2:11][Cl:12])=[CH:9][CH:8]=2)C=CC=CC=1.[CH3:15][N:16]([CH3:18])[CH3:17]. (10) The reactants are: F[C:2]1[CH:9]=[C:8]([C:10]2[N:14]3[CH2:15][CH2:16][CH2:17][C:18](=[O:19])[C:13]3=[C:12]([CH3:20])[N:11]=2)[CH:7]=[CH:6][C:3]=1[C:4]#[N:5].[NH2:21][CH:22]1[CH2:27][CH2:26][O:25][CH2:24][CH2:23]1.C(N(CC)C(C)C)(C)C. Given the product [CH3:20][C:12]1[N:11]=[C:10]([C:8]2[CH:7]=[CH:6][C:3]([C:4]#[N:5])=[C:2]([NH:21][CH:22]3[CH2:27][CH2:26][O:25][CH2:24][CH2:23]3)[CH:9]=2)[N:14]2[CH2:15][CH2:16][CH2:17][C:18](=[O:19])[C:13]=12, predict the reactants needed to synthesize it.